From a dataset of Retrosynthesis with 50K atom-mapped reactions and 10 reaction types from USPTO. Predict the reactants needed to synthesize the given product. (1) Given the product C#CC1CCC2(CC1)OCCO2, predict the reactants needed to synthesize it. The reactants are: BrC(Br)=CC1CCC2(CC1)OCCO2. (2) The reactants are: CCc1nc[nH]c1CO. Given the product CCc1nc[nH]c1C=O, predict the reactants needed to synthesize it. (3) Given the product O=C(NN1CCCCC1)c1cc(-c2ccc(Cl)cc2)c(-c2ccc(Cl)cc2Cl)nc1Cl, predict the reactants needed to synthesize it. The reactants are: NN1CCCCC1.O=C(Cl)c1cc(-c2ccc(Cl)cc2)c(-c2ccc(Cl)cc2Cl)nc1Cl. (4) Given the product CCC(CO)NC(=O)C(C)(C)Br, predict the reactants needed to synthesize it. The reactants are: CC(C)(Br)C(=O)Br.CCC(N)CO. (5) Given the product Nc1ccc(F)c(-c2cnccn2)c1, predict the reactants needed to synthesize it. The reactants are: O=[N+]([O-])c1ccc(F)c(-c2cnccn2)c1. (6) Given the product COc1cc(C(C)C)c(Oc2cnc(NC(=O)CCl)nc2N)cc1I, predict the reactants needed to synthesize it. The reactants are: COc1cc(C(C)C)c(Oc2cnc(N)nc2N)cc1I.O=C(Cl)CCl. (7) The reactants are: COc1cccc(C(=O)c2cnn(-c3ccc(F)cc3)c2N)c1. Given the product Nc1c(C(=O)c2cccc(O)c2)cnn1-c1ccc(F)cc1, predict the reactants needed to synthesize it.